Dataset: Retrosynthesis with 50K atom-mapped reactions and 10 reaction types from USPTO. Task: Predict the reactants needed to synthesize the given product. (1) The reactants are: CC(=Cc1ccccc1)CNCCN1CCCCC1.COc1cc(C(=O)O)cc(OC)c1OC. Given the product COc1cc(C(=O)N(CCN2CCCCC2)CC(C)=Cc2ccccc2)cc(OC)c1OC, predict the reactants needed to synthesize it. (2) The reactants are: CC(=O)c1ccc(-n2cncn2)nc1.O=C1CCC(=O)N1Br. Given the product O=C(CBr)c1ccc(-n2cncn2)nc1, predict the reactants needed to synthesize it. (3) Given the product C[N+](C)(C)Cc1ccccc1-c1ccccc1, predict the reactants needed to synthesize it. The reactants are: CI.CN(C)Cc1ccccc1-c1ccccc1. (4) The reactants are: CC(=O)N(C)C1CCN(c2ccc([N+](=O)[O-])cc2)C1. Given the product CC(=O)N(C)C1CCN(c2ccc(N)cc2)C1, predict the reactants needed to synthesize it. (5) Given the product Cn1cc(C(=O)Nc2cccc(Oc3ccc4nc(NC(=O)C5CC5)cn4n3)c2)nn1, predict the reactants needed to synthesize it. The reactants are: Cn1cc(C(=O)O)nn1.Nc1cccc(Oc2ccc3nc(NC(=O)C4CC4)cn3n2)c1. (6) Given the product Cn1cc(-c2ccnc(-n3ncc4cc(C(C)(C)C)cc(F)c4c3=O)c2CO)cc(Nc2ccc(N3CCN(C4COC4)CC3)cn2)c1=O, predict the reactants needed to synthesize it. The reactants are: Cn1cc(-c2ccnc(-n3ncc4cc(C(C)(C)C)cc(F)c4c3=O)c2C=O)cc(Nc2ccc(N3CCN(C4COC4)CC3)cn2)c1=O. (7) Given the product CN(C)CCOc1cccc(-n2nc(C(C)(C)C)cc2N)c1, predict the reactants needed to synthesize it. The reactants are: CC(C)(C)c1cc(N)n(-c2cccc(O)c2)n1.CN(C)CCO. (8) Given the product [N-]=[N+]=NCCCC(=O)c1ccccc1, predict the reactants needed to synthesize it. The reactants are: O=C(CCCCl)c1ccccc1.[N-]=[N+]=[N-].